Dataset: Reaction yield outcomes from USPTO patents with 853,638 reactions. Task: Predict the reaction yield, written as a fraction of the theoretical maximum amount of product (1.0 means a 100% yield; for example, 0.34 means a 34% yield). (1) The reactants are [F:1][C:2]1[CH:7]=[C:6]([I:8])[CH:5]=[CH:4][C:3]=1[N:9]1[C:14]2[N:15]([CH3:33])[C:16](=[O:32])[C:17]([CH3:31])=[C:18]([NH:19][C:20]3[CH:21]=[C:22]([NH:26][S:27]([CH3:30])(=[O:29])=[O:28])[CH:23]=[CH:24][CH:25]=3)[C:13]=2[C:12](=[O:34])[N:11]([CH3:35])[C:10]1=[O:36].CC(C)([O-])C.[K+].CO.C(O)(=O)C. The catalyst is O1CCCC1. The product is [F:1][C:2]1[CH:7]=[C:6]([I:8])[CH:5]=[CH:4][C:3]=1[NH:9][C:14]1[N:15]([CH3:33])[C:16](=[O:32])[C:17]([CH3:31])=[C:18]2[C:13]=1[C:12](=[O:34])[N:11]([CH3:35])[C:10](=[O:36])[N:19]2[C:20]1[CH:21]=[C:22]([NH:26][S:27]([CH3:30])(=[O:28])=[O:29])[CH:23]=[CH:24][CH:25]=1. The yield is 0.970. (2) The reactants are [NH:1]1[C:5]2[CH:6]=[CH:7][CH:8]=[CH:9][C:4]=2[N:3]=[C:2]1[CH2:10][N:11]([CH:15]1[C:24]2[N:23]=[CH:22][CH:21]=[CH:20][C:19]=2[CH2:18][CH2:17][CH2:16]1)[CH2:12][CH2:13][NH2:14].[C:25]([O:29][C:30]([NH:32][C:33](N1C=CC=N1)=[N:34][C:35]([O:37][C:38]([CH3:41])([CH3:40])[CH3:39])=[O:36])=[O:31])([CH3:28])([CH3:27])[CH3:26]. The catalyst is C1COCC1. The product is [C:38]([O:37][C:35]([NH:34][C:33]([NH:32][C:30]([O:29][C:25]([CH3:28])([CH3:27])[CH3:26])=[O:31])=[N:14][CH2:13][CH2:12][N:11]([CH2:10][C:2]1[NH:3][C:4]2[CH:9]=[CH:8][CH:7]=[CH:6][C:5]=2[N:1]=1)[CH:15]1[C:24]2[N:23]=[CH:22][CH:21]=[CH:20][C:19]=2[CH2:18][CH2:17][CH2:16]1)=[O:36])([CH3:41])([CH3:40])[CH3:39]. The yield is 0.740. (3) The reactants are O[CH2:2][CH2:3][CH2:4][NH:5][C:6](=[O:12])[O:7][C:8]([CH3:11])([CH3:10])[CH3:9].[S:13]1C=CC=C1CC(O)=O.C1(P(C2C=CC=CC=2)C2C=CC=CC=2)C=CC=CC=1.[CH3:41][CH:42]([O:44]C(/N=N/C(OC(C)C)=O)=O)C. The catalyst is C(Cl)Cl. The product is [C:42](=[O:44])([S:13][CH2:2][CH2:3][CH2:4][NH:5][C:6]([O:7][C:8]([CH3:11])([CH3:10])[CH3:9])=[O:12])[CH3:41]. The yield is 0.750. (4) The reactants are F[C:2]1[CH:9]=[CH:8][C:7]([N+:10]([O-:12])=[O:11])=[CH:6][C:3]=1[C:4]#[N:5].C(=O)([O-])[O-].[K+].[K+].[CH2:19]1[C:22]2([CH2:25][NH:24][CH2:23]2)[CH2:21][O:20]1. The catalyst is CN(C)C=O.O. The product is [N+:10]([C:7]1[CH:8]=[CH:9][C:2]([N:24]2[CH2:25][C:22]3([CH2:19][O:20][CH2:21]3)[CH2:23]2)=[C:3]([CH:6]=1)[C:4]#[N:5])([O-:12])=[O:11]. The yield is 0.240. (5) The reactants are [I:1][C:2]1[CH:8]=[CH:7][C:5]([NH2:6])=[CH:4][C:3]=1[N+:9]([O-:11])=[O:10].N1C=CC=CC=1.Cl[C:19]([O:21][CH3:22])=[O:20]. The catalyst is C(Cl)Cl. The product is [I:1][C:2]1[CH:8]=[CH:7][C:5]([NH:6][C:19](=[O:20])[O:21][CH3:22])=[CH:4][C:3]=1[N+:9]([O-:11])=[O:10]. The yield is 1.00. (6) The reactants are C(OC(C1(NC(OC(C)(C)C)=O)CC(O)C2C1C2C(OCC)=O)=O)C.ClC1C=C(N=C=O)C=CC=1.C([O:38][C:39]([C:41]1([NH:63]C(OC(C)(C)C)=O)[CH2:46][CH:45]([O:47][C:48](=[O:57])[NH:49][C:50]2[CH:55]=[CH:54][CH:53]=[C:52]([Cl:56])[CH:51]=2)[CH:44]2[CH:42]1[CH:43]2[C:58]([O:60]CC)=[O:59])=[O:40])C. No catalyst specified. The product is [NH2:63][C:41]1([C:39]([OH:40])=[O:38])[CH2:46][CH:45]([O:47][C:48](=[O:57])[NH:49][C:50]2[CH:55]=[CH:54][CH:53]=[C:52]([Cl:56])[CH:51]=2)[CH:44]2[CH:42]1[CH:43]2[C:58]([OH:60])=[O:59]. The yield is 0.850. (7) The reactants are P(Br)(Br)([Br:3])=O.[N:6]1[C:7]2[N:8]([C:13]3[CH:19]=[CH:18][CH:17]=[CH:16][C:14]=3[N:15]=2)[CH:9]=[CH:10][C:11]=1O. The catalyst is ClCCCl.CN(C=O)C. The product is [Br:3][C:11]1[CH:10]=[CH:9][N:8]2[C:13]3[CH:19]=[CH:18][CH:17]=[CH:16][C:14]=3[N:15]=[C:7]2[N:6]=1. The yield is 1.00.